From a dataset of Reaction yield outcomes from USPTO patents with 853,638 reactions. Predict the reaction yield, written as a fraction of the theoretical maximum amount of product (1.0 means a 100% yield; for example, 0.34 means a 34% yield). (1) The reactants are [Cl:1][C:2]1[C:7]([C:8]2[N:9]=[C:10]([N:20]3[CH2:25][CH2:24][O:23][CH2:22][CH2:21]3)[S:11][C:12]=2[C:13]2[CH:18]=[CH:17][N:16]=[C:15](Cl)[N:14]=2)=[CH:6][CH:5]=[CH:4][C:3]=1[NH:26][S:27]([C:30]1[C:35]([F:36])=[CH:34][CH:33]=[CH:32][C:31]=1[F:37])(=[O:29])=[O:28].[CH2:38]([NH2:42])[CH:39]([CH3:41])[CH3:40]. No catalyst specified. The product is [Cl:1][C:2]1[C:7]([C:8]2[N:9]=[C:10]([N:20]3[CH2:21][CH2:22][O:23][CH2:24][CH2:25]3)[S:11][C:12]=2[C:13]2[CH:18]=[CH:17][N:16]=[C:15]([NH:42][CH2:38][CH:39]([CH3:41])[CH3:40])[N:14]=2)=[CH:6][CH:5]=[CH:4][C:3]=1[NH:26][S:27]([C:30]1[C:31]([F:37])=[CH:32][CH:33]=[CH:34][C:35]=1[F:36])(=[O:29])=[O:28]. The yield is 0.141. (2) The reactants are [C:1]([O:9][C@@H:10]1[C@@:16]([CH2:27][OH:28])([CH2:17][O:18][C:19](=[O:26])[C:20]2[CH:25]=[CH:24][CH:23]=[CH:22][CH:21]=2)[O:15][C@@H:12]([O:13][CH3:14])[C@H:11]1[F:29])(=[O:8])[C:2]1[CH:7]=[CH:6][CH:5]=[CH:4][CH:3]=1.[CH:30]1[CH:35]=[CH:34][C:33]([O:36][C:37](Cl)=[S:38])=[CH:32][CH:31]=1. The catalyst is CN(C)C1C=CN=CC=1.CC#N. The product is [C:1]([O:9][C@@H:10]1[C@@:16]([CH2:27][O:28][C:37]([O:36][C:33]2[CH:34]=[CH:35][CH:30]=[CH:31][CH:32]=2)=[S:38])([CH2:17][O:18][C:19](=[O:26])[C:20]2[CH:25]=[CH:24][CH:23]=[CH:22][CH:21]=2)[O:15][C@@H:12]([O:13][CH3:14])[C@H:11]1[F:29])(=[O:8])[C:2]1[CH:3]=[CH:4][CH:5]=[CH:6][CH:7]=1. The yield is 0.900. (3) The reactants are [F:1][C:2]([F:15])([F:14])[CH2:3][CH2:4][N:5]1[CH2:10][CH2:9][CH:8]([C:11](O)=[O:12])[CH2:7][CH2:6]1.S(Cl)([Cl:18])=O. No catalyst specified. The product is [F:1][C:2]([F:15])([F:14])[CH2:3][CH2:4][N:5]1[CH2:10][CH2:9][CH:8]([C:11]([Cl:18])=[O:12])[CH2:7][CH2:6]1. The yield is 0.680.